Dataset: Catalyst prediction with 721,799 reactions and 888 catalyst types from USPTO. Task: Predict which catalyst facilitates the given reaction. (1) Reactant: C(OC(=O)[NH:7][CH:8]([C:10]1[CH:15]=[CH:14][C:13]([NH:16][S:17]([CH3:20])(=[O:19])=[O:18])=[C:12]([CH:21]=[CH2:22])[CH:11]=1)[CH3:9])(C)(C)C.[F:24][C:25]([F:30])([F:29])[C:26]([OH:28])=[O:27]. Product: [F:24][C:25]([F:30])([F:29])[C:26]([O-:28])=[O:27].[CH3:20][S:17]([NH:16][C:13]1[CH:14]=[CH:15][C:10]([C@H:8]([NH3+:7])[CH3:9])=[CH:11][C:12]=1[CH:21]=[CH2:22])(=[O:19])=[O:18]. The catalyst class is: 2. (2) Product: [CH2:1]([N:3]([S:7][S:8][C:9]1[CH:14]=[CH:13][C:12]([S:15][S:16][N:3]([CH2:4][CH3:5])[CH2:1][CH3:2])=[CH:11][CH:10]=1)[CH2:4][CH3:5])[CH3:2]. Reactant: [CH2:1]([NH:3][CH2:4][CH3:5])[CH3:2].Cl[S:7][S:8][C:9]1[CH:14]=[CH:13][C:12]([S:15][S:16]Cl)=[CH:11][CH:10]=1. The catalyst class is: 26. (3) Reactant: [NH2:1][C:2]1[N:3]=[C:4]([N:18]2[CH2:23][CH2:22][NH:21][CH2:20][CH2:19]2)[C:5]2[C:10]([C:11]3[CH:16]=[CH:15][CH:14]=[CH:13][CH:12]=3)=[C:9]([CH3:17])[S:8][C:6]=2[N:7]=1.[CH3:24][O:25][C:26]1[CH:31]=[CH:30][C:29]([N:32]=[C:33]=[O:34])=[CH:28][CH:27]=1. Product: [NH2:1][C:2]1[N:3]=[C:4]([N:18]2[CH2:19][CH2:20][N:21]([C:33]([NH:32][C:29]3[CH:30]=[CH:31][C:26]([O:25][CH3:24])=[CH:27][CH:28]=3)=[O:34])[CH2:22][CH2:23]2)[C:5]2[C:10]([C:11]3[CH:12]=[CH:13][CH:14]=[CH:15][CH:16]=3)=[C:9]([CH3:17])[S:8][C:6]=2[N:7]=1. The catalyst class is: 545. (4) Reactant: [C:1]([O:5][C:6]([N:8]1[CH2:13][CH2:12][CH2:11][CH:10]([CH:14]=O)[CH:9]1[CH2:16][C:17]1[CH:22]=[CH:21][CH:20]=[CH:19][CH:18]=1)=[O:7])([CH3:4])([CH3:3])[CH3:2].[N:23]1([C:29](=[O:31])[CH3:30])[CH2:28][CH2:27][NH:26][CH2:25][CH2:24]1.C(O[BH-](OC(=O)C)OC(=O)C)(=O)C.[Na+]. Product: [C:1]([O:5][C:6]([N:8]1[CH2:13][CH2:12][CH2:11][CH:10]([CH2:14][N:26]2[CH2:27][CH2:28][N:23]([C:29](=[O:31])[CH3:30])[CH2:24][CH2:25]2)[CH:9]1[CH2:16][C:17]1[CH:18]=[CH:19][CH:20]=[CH:21][CH:22]=1)=[O:7])([CH3:2])([CH3:3])[CH3:4]. The catalyst class is: 68. (5) Reactant: [NH2:1][C:2]1[C:10]([F:11])=[CH:9][C:5]([C:6]([OH:8])=[O:7])=[C:4]([F:12])[CH:3]=1.[CH2:13](O)[CH3:14].O.C(=O)(O)[O-]. Product: [NH2:1][C:2]1[C:10]([F:11])=[CH:9][C:5]([C:6]([O:8][CH2:13][CH3:14])=[O:7])=[C:4]([F:12])[CH:3]=1. The catalyst class is: 33. (6) Reactant: [Cl:1][C:2]1[CH:3]=[CH:4][C:5]([NH:8][C:9]([C:11]2[O:12][C:13]3[CH:30]=[CH:29][CH:28]=[CH:27][C:14]=3[C:15]=2[NH:16][C:17](=[O:26])[CH2:18][CH2:19][CH2:20][CH2:21][C:22]([O:24]C)=[O:23])=[O:10])=[N:6][CH:7]=1.[OH-].[Na+].Cl. Product: [Cl:1][C:2]1[CH:3]=[CH:4][C:5]([NH:8][C:9]([C:11]2[O:12][C:13]3[CH:30]=[CH:29][CH:28]=[CH:27][C:14]=3[C:15]=2[NH:16][C:17](=[O:26])[CH2:18][CH2:19][CH2:20][CH2:21][C:22]([OH:24])=[O:23])=[O:10])=[N:6][CH:7]=1. The catalyst class is: 24.